This data is from Forward reaction prediction with 1.9M reactions from USPTO patents (1976-2016). The task is: Predict the product of the given reaction. (1) Given the reactants [F:1][C:2]1[CH:3]=[C:4]([NH:24][C:25]([C:27]2[C:28](=[O:39])[N:29]([C:33]3[CH:38]=[CH:37][CH:36]=[CH:35][CH:34]=3)[CH:30]=[CH:31][CH:32]=2)=[O:26])[CH:5]=[CH:6][C:7]=1[O:8][C:9]1[CH:14]=[CH:13][N:12]=[CH:11][C:10]=1[C:15]1[CH:20]=[CH:19][C:18]([CH2:21][CH2:22]O)=[CH:17][CH:16]=1.CC[N:42](C(C)C)C(C)C.CS([Cl:53])(=O)=O, predict the reaction product. The product is: [ClH:53].[ClH:53].[NH2:42][CH2:22][CH2:21][C:18]1[CH:17]=[CH:16][C:15]([C:10]2[CH:11]=[N:12][CH:13]=[CH:14][C:9]=2[O:8][C:7]2[CH:6]=[CH:5][C:4]([NH:24][C:25]([C:27]3[C:28](=[O:39])[N:29]([C:33]4[CH:34]=[CH:35][CH:36]=[CH:37][CH:38]=4)[CH:30]=[CH:31][CH:32]=3)=[O:26])=[CH:3][C:2]=2[F:1])=[CH:20][CH:19]=1. (2) Given the reactants Cl.[F:2][C:3]1[N:27]=[CH:26][C:6]2[N:7]=[CH:8][N:9]=[C:10]([NH:11][C:12]3[CH:17]=[CH:16][C:15]([O:18][CH:19]4[CH2:24][CH2:23][NH:22][CH2:21][CH2:20]4)=[C:14]([CH3:25])[CH:13]=3)[C:5]=2[CH:4]=1.[CH:28]1([CH2:33][C:34](Cl)=[O:35])[CH2:32][CH2:31][CH2:30][CH2:29]1.C1(C(N2CCC(OC3C=CC(NC4C5C=C(F)N=CC=5N=CN=4)=CC=3C)CC2)=O)CCCC1, predict the reaction product. The product is: [CH:28]1([CH2:33][C:34]([N:22]2[CH2:23][CH2:24][CH:19]([O:18][C:15]3[CH:16]=[CH:17][C:12]([NH:11][C:10]4[C:5]5[CH:4]=[C:3]([F:2])[N:27]=[CH:26][C:6]=5[N:7]=[CH:8][N:9]=4)=[CH:13][C:14]=3[CH3:25])[CH2:20][CH2:21]2)=[O:35])[CH2:32][CH2:31][CH2:30][CH2:29]1. (3) Given the reactants [C:1]([N:4]1[C:13]2[C:8](=[CH:9][C:10]([C:14]3[CH:19]=[CH:18][C:17]([CH2:20]Cl)=[CH:16][CH:15]=3)=[CH:11][CH:12]=2)[CH:7]([NH:22][C:23](=[O:27])[O:24][CH2:25][CH3:26])[CH2:6][CH:5]1[CH3:28])(=[O:3])[CH3:2].[NH:29]1[CH2:34][CH2:33][CH2:32][CH2:31][CH2:30]1.C(=O)([O-])[O-].[K+].[K+], predict the reaction product. The product is: [C:1]([N:4]1[C:13]2[C:8](=[CH:9][C:10]([C:14]3[CH:19]=[CH:18][C:17]([CH2:20][N:29]4[CH2:34][CH2:33][CH2:32][CH2:31][CH2:30]4)=[CH:16][CH:15]=3)=[CH:11][CH:12]=2)[C@H:7]([NH:22][C:23](=[O:27])[O:24][CH2:25][CH3:26])[CH2:6][C@@H:5]1[CH3:28])(=[O:3])[CH3:2].